Dataset: Full USPTO retrosynthesis dataset with 1.9M reactions from patents (1976-2016). Task: Predict the reactants needed to synthesize the given product. (1) Given the product [O:24]1[CH:25]=[CH:26][CH:27]=[C:23]1[C:2]1[CH:3]=[C:4]([CH:9]=[C:10]([N:12]([CH3:17])[S:13]([CH3:16])(=[O:14])=[O:15])[CH:11]=1)[C:5]([OH:7])=[O:6], predict the reactants needed to synthesize it. The reactants are: Br[C:2]1[CH:3]=[C:4]([CH:9]=[C:10]([N:12]([CH3:17])[S:13]([CH3:16])(=[O:15])=[O:14])[CH:11]=1)[C:5]([O:7]C)=[O:6].C([Sn](CCCC)(CCCC)[C:23]1[O:24][CH:25]=[CH:26][CH:27]=1)CCC.[Cl-].[Li+].CN(C)C=O. (2) Given the product [CH3:28][C:27]1[C:20]2[C:19]([CH2:18][N:11]3[C:12]4[CH:17]=[CH:16][CH:15]=[CH:14][C:13]=4[N:9]([C@@H:7]([CH3:8])[C:6]([OH:30])=[O:5])[C:10]3=[O:29])=[CH:23][S:22][C:21]=2[CH:24]=[CH:25][CH:26]=1, predict the reactants needed to synthesize it. The reactants are: C([O:5][C:6](=[O:30])[C@@H:7]([N:9]1[C:13]2[CH:14]=[CH:15][CH:16]=[CH:17][C:12]=2[N:11]([CH2:18][C:19]2[C:20]3[C:27]([CH3:28])=[CH:26][CH:25]=[CH:24][C:21]=3[S:22][CH:23]=2)[C:10]1=[O:29])[CH3:8])(C)(C)C.C(O)(C(F)(F)F)=O. (3) Given the product [F:1][C:2]1[CH:3]=[C:4]([C@H:8]2[CH2:12][CH2:11][CH2:10][N:9]2[C:13]2[CH:18]=[CH:17][N:16]3[N:19]=[CH:20][C:21]([NH:22][C:23](=[O:30])[C:24]4[CH:29]=[CH:28][CH:27]=[N:26][CH:25]=4)=[C:15]3[N:14]=2)[CH:5]=[CH:6][CH:7]=1, predict the reactants needed to synthesize it. The reactants are: [F:1][C:2]1[CH:3]=[C:4]([C@H:8]2[CH2:12][CH2:11][CH2:10][N:9]2[C:13]2[CH:18]=[CH:17][N:16]3[N:19]=[CH:20][C:21]([NH2:22])=[C:15]3[N:14]=2)[CH:5]=[CH:6][CH:7]=1.[C:23](O)(=[O:30])[C:24]1[CH:29]=[CH:28][CH:27]=[N:26][CH:25]=1.CN(C(ON1N=NC2C=CC=NC1=2)=[N+](C)C)C.F[P-](F)(F)(F)(F)F.CCN(C(C)C)C(C)C. (4) Given the product [CH3:48][C:45]1([CH3:49])[O:44][C@H:43]([CH2:42][N:21]2[CH2:22][CH2:23][C:17]3[C:16]([N:24]4[CH2:29][CH2:28][O:27][CH2:26][C@@H:25]4[CH3:30])=[N:15][C:14]([C:11]4[CH:10]=[CH:9][C:8]([NH:7][C:5]([NH:4][CH2:2][CH3:3])=[O:6])=[CH:13][CH:12]=4)=[N:19][C:18]=3[CH2:20]2)[CH2:47][O:46]1, predict the reactants needed to synthesize it. The reactants are: Cl.[CH2:2]([NH:4][C:5]([NH:7][C:8]1[CH:13]=[CH:12][C:11]([C:14]2[N:15]=[C:16]([N:24]3[CH2:29][CH2:28][O:27][CH2:26][C@@H:25]3[CH3:30])[C:17]3[CH2:23][CH2:22][NH:21][CH2:20][C:18]=3[N:19]=2)=[CH:10][CH:9]=1)=[O:6])[CH3:3].CC1C=CC(S(O[CH2:42][C@@H:43]2[CH2:47][O:46][C:45]([CH3:49])([CH3:48])[O:44]2)(=O)=O)=CC=1.[I-].[Na+].CCN(C(C)C)C(C)C.